From a dataset of NCI-60 drug combinations with 297,098 pairs across 59 cell lines. Regression. Given two drug SMILES strings and cell line genomic features, predict the synergy score measuring deviation from expected non-interaction effect. (1) Drug 1: CC1C(C(CC(O1)OC2CC(CC3=C2C(=C4C(=C3O)C(=O)C5=C(C4=O)C(=CC=C5)OC)O)(C(=O)CO)O)N)O.Cl. Drug 2: CN(C(=O)NC(C=O)C(C(C(CO)O)O)O)N=O. Cell line: SR. Synergy scores: CSS=12.7, Synergy_ZIP=-3.68, Synergy_Bliss=4.38, Synergy_Loewe=-1.64, Synergy_HSA=2.20. (2) Drug 1: CCC(=C(C1=CC=CC=C1)C2=CC=C(C=C2)OCCN(C)C)C3=CC=CC=C3.C(C(=O)O)C(CC(=O)O)(C(=O)O)O. Drug 2: CCC1=C2CN3C(=CC4=C(C3=O)COC(=O)C4(CC)O)C2=NC5=C1C=C(C=C5)O. Cell line: NCI-H226. Synergy scores: CSS=9.43, Synergy_ZIP=-1.18, Synergy_Bliss=2.22, Synergy_Loewe=-13.9, Synergy_HSA=-0.294. (3) Drug 1: COC1=C(C=C2C(=C1)N=CN=C2NC3=CC(=C(C=C3)F)Cl)OCCCN4CCOCC4. Drug 2: C1=NC2=C(N1)C(=S)N=CN2. Cell line: MCF7. Synergy scores: CSS=23.8, Synergy_ZIP=-6.02, Synergy_Bliss=-1.85, Synergy_Loewe=-0.822, Synergy_HSA=1.04. (4) Drug 1: CC1=C2C(C(=O)C3(C(CC4C(C3C(C(C2(C)C)(CC1OC(=O)C(C(C5=CC=CC=C5)NC(=O)C6=CC=CC=C6)O)O)OC(=O)C7=CC=CC=C7)(CO4)OC(=O)C)O)C)OC(=O)C. Drug 2: CC1=C2C(C(=O)C3(C(CC4C(C3C(C(C2(C)C)(CC1OC(=O)C(C(C5=CC=CC=C5)NC(=O)OC(C)(C)C)O)O)OC(=O)C6=CC=CC=C6)(CO4)OC(=O)C)O)C)O. Cell line: SR. Synergy scores: CSS=48.2, Synergy_ZIP=3.66, Synergy_Bliss=-0.101, Synergy_Loewe=0.174, Synergy_HSA=-0.907.